Dataset: Forward reaction prediction with 1.9M reactions from USPTO patents (1976-2016). Task: Predict the product of the given reaction. (1) Given the reactants [CH2:1]([O:3][C:4](=[O:19])[C@:5]([C:11]1[CH:16]=[C:15]([Br:17])[CH:14]=[CH:13][C:12]=1[F:18])([OH:10])[CH2:6][N+:7]([O-])=O)[CH3:2], predict the reaction product. The product is: [CH2:1]([O:3][C:4](=[O:19])[C@:5]([C:11]1[CH:16]=[C:15]([Br:17])[CH:14]=[CH:13][C:12]=1[F:18])([OH:10])[CH2:6][NH2:7])[CH3:2]. (2) Given the reactants [N+:1]([C:4]1[O:8][C:7]([C:9](Cl)=[O:10])=[CH:6][CH:5]=1)([O-:3])=[O:2].[C:12]1([N:18]2[CH2:23][CH2:22][NH:21][CH2:20][CH2:19]2)[CH:17]=[CH:16][CH:15]=[CH:14][CH:13]=1, predict the reaction product. The product is: [N+:1]([C:4]1[O:8][C:7]([C:9]([N:21]2[CH2:22][CH2:23][N:18]([C:12]3[CH:17]=[CH:16][CH:15]=[CH:14][CH:13]=3)[CH2:19][CH2:20]2)=[O:10])=[CH:6][CH:5]=1)([O-:3])=[O:2]. (3) Given the reactants [C:1]([C:3]1[N:8]=[CH:7][C:6]([CH2:9][N:10]2[CH:15]=[C:14]([C:16]3[CH:21]=[CH:20][C:19]([O:22][CH3:23])=[CH:18][CH:17]=3)[CH:13]=[CH:12][C:11]2=[O:24])=[CH:5][CH:4]=1)#[CH:2], predict the reaction product. The product is: [CH2:1]([C:3]1[N:8]=[CH:7][C:6]([CH2:9][N:10]2[CH:15]=[C:14]([C:16]3[CH:17]=[CH:18][C:19]([O:22][CH3:23])=[CH:20][CH:21]=3)[CH:13]=[CH:12][C:11]2=[O:24])=[CH:5][CH:4]=1)[CH3:2]. (4) Given the reactants C[O:2][C:3](=[O:32])[CH2:4][O:5][C:6]1[CH:15]=[CH:14][C:13]([F:16])=[C:12]2[C:7]=1[C:8]([O:28][CH:29]([F:31])[F:30])=[C:9]([CH2:19][C:20]1[CH:25]=[CH:24][C:23]([Cl:26])=[CH:22][C:21]=1[F:27])[C:10]([CH2:17][CH3:18])=[N:11]2.[OH-].[Li+], predict the reaction product. The product is: [Cl:26][C:23]1[CH:24]=[CH:25][C:20]([CH2:19][C:9]2[C:10]([CH2:17][CH3:18])=[N:11][C:12]3[C:7]([C:8]=2[O:28][CH:29]([F:30])[F:31])=[C:6]([O:5][CH2:4][C:3]([OH:32])=[O:2])[CH:15]=[CH:14][C:13]=3[F:16])=[C:21]([F:27])[CH:22]=1. (5) Given the reactants [C:1]([O:5][C:6]([N:8]1[CH2:12][C@@H:11]([O:13][C:14]2[CH:19]=[CH:18][CH:17]=[CH:16][CH:15]=2)[CH2:10][C@H:9]1[C:20](O)=[O:21])=[O:7])([CH3:4])([CH3:3])[CH3:2].CSC, predict the reaction product. The product is: [C:1]([O:5][C:6]([N:8]1[CH2:12][C@@H:11]([O:13][C:14]2[CH:15]=[CH:16][CH:17]=[CH:18][CH:19]=2)[CH2:10][C@H:9]1[CH2:20][OH:21])=[O:7])([CH3:4])([CH3:3])[CH3:2].